Dataset: Full USPTO retrosynthesis dataset with 1.9M reactions from patents (1976-2016). Task: Predict the reactants needed to synthesize the given product. (1) Given the product [C:12]([O:11][C:9]([N:36]1[CH2:37][CH2:38][C:33]2([N:29]([C:26]3[CH:25]=[CH:24][C:23]([CH3:41])=[CH:28][CH:27]=3)[C:30](=[O:40])[NH:31][C:32]2=[O:39])[CH2:34][CH2:35]1)=[O:10])([CH3:13])([CH3:14])[CH3:15], predict the reactants needed to synthesize it. The reactants are: [C:9](O[C:9]([O:11][C:12]([CH3:15])([CH3:14])[CH3:13])=[O:10])([O:11][C:12]([CH3:15])([CH3:14])[CH3:13])=[O:10].C(N(CC)CC)C.[C:23]1([CH3:41])[CH:28]=[CH:27][C:26]([N:29]2[C:33]3([CH2:38][CH2:37][NH:36][CH2:35][CH2:34]3)[C:32](=[O:39])[NH:31][C:30]2=[O:40])=[CH:25][CH:24]=1. (2) Given the product [CH2:14]([N:6]1[CH2:5][C@H:4]([CH3:8])[NH:3][C@H:2]([CH3:1])[CH2:7]1)[C:15]1[CH:20]=[CH:19][CH:18]=[CH:17][CH:16]=1, predict the reactants needed to synthesize it. The reactants are: [CH3:1][C@H:2]1[CH2:7][NH:6][CH2:5][C@@H:4]([CH3:8])[NH:3]1.C(=O)(O)[O-].[Na+].[CH2:14](Br)[C:15]1[CH:20]=[CH:19][CH:18]=[CH:17][CH:16]=1. (3) Given the product [NH2:11][C:7]1[C:6]2[N:2]([CH3:1])[C:3](=[O:14])[NH:4][C:5]=2[CH:10]=[CH:9][N:8]=1, predict the reactants needed to synthesize it. The reactants are: [CH3:1][N:2]1[C:6]2[C:7]([N+:11]([O-])=O)=[N:8][CH:9]=[CH:10][C:5]=2[NH:4][C:3]1=[O:14]. (4) Given the product [CH2:24]([C:2]1([OH:1])[CH2:7][CH2:6][CH:5]([CH2:8][NH:9][C:10](=[O:19])[O:11][CH2:12][C:13]2[CH:14]=[CH:15][CH:16]=[CH:17][CH:18]=2)[CH2:4][CH2:3]1)[CH3:25], predict the reactants needed to synthesize it. The reactants are: [O:1]=[C:2]1[CH2:7][CH2:6][CH:5]([CH2:8][NH:9][C:10](=[O:19])[O:11][CH2:12][C:13]2[CH:18]=[CH:17][CH:16]=[CH:15][CH:14]=2)[CH2:4][CH2:3]1.C[Mg]Br.O1CC[CH2:25][CH2:24]1. (5) The reactants are: [O-]CC.[Ca+2].[O-]CC.[CH2:8]1[O:12][CH:9]1[CH2:10][CH3:11].[I:13][C:14]1[CH:19]=[C:18]([I:20])[CH:17]=[CH:16][C:15]=1[OH:21].Cl. Given the product [I:13][C:14]1[CH:19]=[C:18]([I:20])[CH:17]=[CH:16][C:15]=1[O:21][CH2:8][CH:9]([OH:12])[CH2:10][CH3:11], predict the reactants needed to synthesize it.